This data is from Full USPTO retrosynthesis dataset with 1.9M reactions from patents (1976-2016). The task is: Predict the reactants needed to synthesize the given product. (1) Given the product [Cl:37][C:38]1[CH:43]=[CH:42][CH:41]=[CH:40][C:39]=1[C:2]1[CH:36]=[CH:35][CH:34]=[C:4]([CH2:5][N:6]([C@@H:24]2[C:33]3[C:28](=[CH:29][CH:30]=[CH:31][CH:32]=3)[CH2:27][CH2:26][CH2:25]2)[C:7]([C:9]2[CH:14]=[C:13]([C:15]([OH:17])=[O:16])[C:12]([C:18]([OH:20])=[O:19])=[CH:11][C:10]=2[C:21]([OH:23])=[O:22])=[O:8])[CH:3]=1, predict the reactants needed to synthesize it. The reactants are: Br[C:2]1[CH:3]=[C:4]([CH:34]=[CH:35][CH:36]=1)[CH2:5][N:6]([C@@H:24]1[C:33]2[C:28](=[CH:29][CH:30]=[CH:31][CH:32]=2)[CH2:27][CH2:26][CH2:25]1)[C:7]([C:9]1[CH:14]=[C:13]([C:15]([OH:17])=[O:16])[C:12]([C:18]([OH:20])=[O:19])=[CH:11][C:10]=1[C:21]([OH:23])=[O:22])=[O:8].[Cl:37][C:38]1[CH:43]=[CH:42][CH:41]=[CH:40][C:39]=1B(O)O. (2) Given the product [CH2:1]([O:8][C@@H:9]1[C@H:13]([O:14][CH2:15][C:16]2[CH:21]=[CH:20][CH:19]=[CH:18][CH:17]=2)[C@@H:12]([CH2:22][O:23][CH2:24][C:25]2[CH:30]=[CH:29][CH:28]=[CH:27][CH:26]=2)[O:11][C@H:10]1[C:31]1[N:39]2[C:34]([C:35]([NH2:42])=[N:36][CH:37]=[N:38]2)=[N:33][CH:32]=1)[C:2]1[CH:7]=[CH:6][CH:5]=[CH:4][CH:3]=1, predict the reactants needed to synthesize it. The reactants are: [CH2:1]([O:8][C@@H:9]1[C@H:13]([O:14][CH2:15][C:16]2[CH:21]=[CH:20][CH:19]=[CH:18][CH:17]=2)[C@@H:12]([CH2:22][O:23][CH2:24][C:25]2[CH:30]=[CH:29][CH:28]=[CH:27][CH:26]=2)[O:11][C@H:10]1[C:31]1[N:39]2[C:34]([C:35](SC)=[N:36][CH:37]=[N:38]2)=[N:33][CH:32]=1)[C:2]1[CH:7]=[CH:6][CH:5]=[CH:4][CH:3]=1.[NH3:42]. (3) The reactants are: [N:1]1[C:6]2[NH:7][CH:8]=[CH:9][C:5]=2[C:4](O)=[N:3][CH:2]=1.O=P(Cl)(Cl)[Cl:13]. Given the product [Cl:13][C:4]1[N:3]=[CH:2][NH:1][C:6]2=[N:7][CH:8]=[CH:9][C:5]=12, predict the reactants needed to synthesize it. (4) Given the product [N+:30]([C:27]1[CH:26]=[CH:25][C:24]([O:23][C:21](=[O:22])[NH:10][C@H:8]([CH3:9])[CH2:7][O:6][Si:5]([C:1]([CH3:3])([CH3:2])[CH3:4])([CH3:12])[CH3:11])=[CH:29][CH:28]=1)([O-:32])=[O:31], predict the reactants needed to synthesize it. The reactants are: [C:1]([Si:5]([CH3:12])([CH3:11])[O:6][CH2:7][C@H:8]([NH2:10])[CH3:9])([CH3:4])([CH3:3])[CH3:2].C(N(CC)CC)C.Cl[C:21]([O:23][C:24]1[CH:29]=[CH:28][C:27]([N+:30]([O-:32])=[O:31])=[CH:26][CH:25]=1)=[O:22]. (5) The reactants are: [F:1][C@:2]1([CH3:11])[C@H:7]([OH:8])[C@@H:6]([CH2:9][OH:10])[O:5][C:3]1=[O:4].[C:12](Cl)(=[O:19])[C:13]1[CH:18]=[CH:17][CH:16]=[CH:15][CH:14]=1.C([O:24][CH2:25][CH3:26])(=O)C.[CH3:27][CH2:28][CH2:29][CH2:30][CH2:31]CC. Given the product [C:12]([C@@:7]1([OH:8])[C@@H:6]([CH:9]([C:25](=[O:24])[C:26]2[CH:31]=[CH:30][CH:29]=[CH:28][CH:27]=2)[OH:10])[O:5][C:3](=[O:4])[C@@:2]1([F:1])[CH3:11])(=[O:19])[C:13]1[CH:18]=[CH:17][CH:16]=[CH:15][CH:14]=1, predict the reactants needed to synthesize it. (6) Given the product [Br:1][C:2]1[CH:3]=[N:4][N:5]([CH2:9][C:8]([F:12])([F:11])[F:7])[CH:6]=1, predict the reactants needed to synthesize it. The reactants are: [Br:1][C:2]1[CH:3]=[N:4][NH:5][CH:6]=1.[F:7][C:8]([F:12])([F:11])[CH2:9]I.C(=O)([O-])[O-].[Cs+].[Cs+]. (7) Given the product [Br:1][C:2]1[CH:3]=[CH:4][C:5]([C:8]2[N:12]([C:18]([O:17][C:14]([CH3:16])([CH3:15])[CH3:13])=[O:19])[CH:11]=[N:10][N:9]=2)=[CH:6][CH:7]=1, predict the reactants needed to synthesize it. The reactants are: [Br:1][C:2]1[CH:7]=[CH:6][C:5]([C:8]2[N:12]=[CH:11][NH:10][N:9]=2)=[CH:4][CH:3]=1.[CH3:13][C:14]([O:17][C:18](O[C:18]([O:17][C:14]([CH3:16])([CH3:15])[CH3:13])=[O:19])=[O:19])([CH3:16])[CH3:15]. (8) Given the product [CH3:2][O:3][C:4](=[O:24])[CH2:5][C@H:6]1[CH2:7][CH2:8][C@H:9]([C:12]2[CH:13]=[CH:14][C:15]([NH:18][C:19](=[O:23])[CH2:20][CH2:21][NH:22][C:42]([C:39]3[CH:40]=[CH:41][C:36]([C:45]4[CH:46]=[CH:47][CH:48]=[CH:49][CH:50]=4)=[CH:37][CH:38]=3)=[O:43])=[CH:16][CH:17]=2)[CH2:10][CH2:11]1, predict the reactants needed to synthesize it. The reactants are: Cl.[CH3:2][O:3][C:4](=[O:24])[CH2:5][C@H:6]1[CH2:11][CH2:10][C@H:9]([C:12]2[CH:17]=[CH:16][C:15]([NH:18][C:19](=[O:23])[CH2:20][CH2:21][NH2:22])=[CH:14][CH:13]=2)[CH2:8][CH2:7]1.CCN=C=NCCCN(C)C.[C:36]1([C:45]2[CH:50]=[CH:49][CH:48]=[CH:47][CH:46]=2)[CH:41]=[CH:40][C:39]([C:42](O)=[O:43])=[CH:38][CH:37]=1.C1C=CC2N(O)N=NC=2C=1.C(N(C(C)C)C(C)C)C.C([O-])(O)=O.[Na+]. (9) Given the product [Br:1][C:2]1[CH:7]=[CH:6][C:5]([C:10]#[C:9][Si:11]([CH3:14])([CH3:13])[CH3:12])=[CH:4][CH:3]=1, predict the reactants needed to synthesize it. The reactants are: [Br:1][C:2]1[CH:7]=[CH:6][C:5](I)=[CH:4][CH:3]=1.[C:9]([Si:11]([CH3:14])([CH3:13])[CH3:12])#[CH:10]. (10) Given the product [CH2:1]([O:8][C:9]1[C:17]2[O:16][C:15]([C:18]3[N:30]=[C:28]4[N:27]([CH:19]=3)[N:26]=[C:25]([Br:24])[S:29]4)=[CH:14][C:13]=2[CH:12]=[C:11]([O:22][CH3:23])[CH:10]=1)[C:2]1[CH:7]=[CH:6][CH:5]=[CH:4][CH:3]=1, predict the reactants needed to synthesize it. The reactants are: [CH2:1]([O:8][C:9]1[C:17]2[O:16][C:15]([C:18](=O)[CH2:19]Br)=[CH:14][C:13]=2[CH:12]=[C:11]([O:22][CH3:23])[CH:10]=1)[C:2]1[CH:7]=[CH:6][CH:5]=[CH:4][CH:3]=1.[Br:24][C:25]1[S:29][C:28]([NH2:30])=[N:27][N:26]=1.ClCCl.C([O-])(O)=O.[Na+].